Dataset: Forward reaction prediction with 1.9M reactions from USPTO patents (1976-2016). Task: Predict the product of the given reaction. Given the reactants [CH2:1]([N:3]([S:20]([C:23]1[S:24][CH:25]=[CH:26][CH:27]=1)(=[O:22])=[O:21])[C:4]1[CH:5]=[C:6]([CH3:19])[C:7]([CH3:18])=[C:8]2[C:12]=1[NH:11][C:10]([C:13]([O:15]CC)=[O:14])=[CH:9]2)[CH3:2].CO.[OH-].[K+].C(O)(=O)CC(CC(O)=O)(C(O)=O)O, predict the reaction product. The product is: [CH2:1]([N:3]([S:20]([C:23]1[S:24][CH:25]=[CH:26][CH:27]=1)(=[O:21])=[O:22])[C:4]1[CH:5]=[C:6]([CH3:19])[C:7]([CH3:18])=[C:8]2[C:12]=1[NH:11][C:10]([C:13]([OH:15])=[O:14])=[CH:9]2)[CH3:2].